From a dataset of Peptide-MHC class I binding affinity with 185,985 pairs from IEDB/IMGT. Regression. Given a peptide amino acid sequence and an MHC pseudo amino acid sequence, predict their binding affinity value. This is MHC class I binding data. (1) The MHC is H-2-Db with pseudo-sequence H-2-Db. The binding affinity (normalized) is 0. The peptide sequence is APAGFAIL. (2) The peptide sequence is LAVVLWSLL. The MHC is H-2-Kb with pseudo-sequence H-2-Kb. The binding affinity (normalized) is 0.267. (3) The peptide sequence is TRPPLGNWF. The MHC is Patr-B1301 with pseudo-sequence Patr-B1301. The binding affinity (normalized) is 0.453. (4) The peptide sequence is GPRWPRRMP. The MHC is HLA-B07:02 with pseudo-sequence HLA-B07:02. The binding affinity (normalized) is 0.689. (5) The peptide sequence is ITDNGPMPYM. The MHC is HLA-A02:01 with pseudo-sequence HLA-A02:01. The binding affinity (normalized) is 0.431.